From a dataset of Full USPTO retrosynthesis dataset with 1.9M reactions from patents (1976-2016). Predict the reactants needed to synthesize the given product. (1) Given the product [C:7]1([NH:13][C:14]2[N:19]=[C:18]([NH2:20])[N:17]=[C:16]([C:21]3[N:25]=[C:24]([N:1]4[CH2:6][CH2:5][CH2:4][CH2:3][CH2:2]4)[O:23][N:22]=3)[N:15]=2)[CH:8]=[CH:9][CH:10]=[CH:11][CH:12]=1, predict the reactants needed to synthesize it. The reactants are: [NH:1]1[CH2:6][CH2:5][CH2:4][CH2:3][CH2:2]1.[C:7]1([NH:13][C:14]2[N:19]=[C:18]([NH2:20])[N:17]=[C:16]([C:21]3[N:25]=[C:24](C(Cl)(Cl)Cl)[O:23][N:22]=3)[N:15]=2)[CH:12]=[CH:11][CH:10]=[CH:9][CH:8]=1. (2) The reactants are: [CH2:1]([NH:3][CH2:4][C:5]([N:7]1[CH2:12][CH2:11][S:10][C:9]2[CH:13]=[CH:14][C:15]([N+:17]([O-:19])=[O:18])=[CH:16][C:8]1=2)=[O:6])[CH3:2].C(N(CC)CC)C.[C:27](O[C:27]([O:29][C:30]([CH3:33])([CH3:32])[CH3:31])=[O:28])([O:29][C:30]([CH3:33])([CH3:32])[CH3:31])=[O:28]. Given the product [CH2:1]([N:3]([CH2:4][C:5]([N:7]1[CH2:12][CH2:11][S:10][C:9]2[CH:13]=[CH:14][C:15]([N+:17]([O-:19])=[O:18])=[CH:16][C:8]1=2)=[O:6])[C:27](=[O:28])[O:29][C:30]([CH3:33])([CH3:32])[CH3:31])[CH3:2], predict the reactants needed to synthesize it. (3) Given the product [Cl:26][C:27]1[CH:28]=[C:29]([N:37]2[CH2:38][CH2:39][N:40]([CH2:44][C:45]([C:47]3[CH:52]=[CH:51][CH:50]=[CH:49][CH:48]=3)=[O:46])[CH2:41][CH2:42]2)[CH:30]=[CH:31][C:32]=1[O:33][CH2:34][O:35][CH3:36], predict the reactants needed to synthesize it. The reactants are: Cl.Cl.COC1C=CC(N2CCNCC2)=CC=1.BrCCC1C=CC=CC=1.[Cl:26][C:27]1[CH:28]=[C:29]([N:37]2[CH2:42][CH2:41][NH:40][CH2:39][CH2:38]2)[CH:30]=[CH:31][C:32]=1[O:33][CH2:34][O:35][CH3:36].Br[CH2:44][C:45]([C:47]1[CH:52]=[CH:51][CH:50]=[CH:49][CH:48]=1)=[O:46]. (4) Given the product [Br:22][CH2:12][C:8]1[CH:7]=[C:6]2[C:11]([C:2]([Cl:1])=[CH:3][C:4]([C:13]#[N:14])=[N:5]2)=[CH:10][CH:9]=1, predict the reactants needed to synthesize it. The reactants are: [Cl:1][C:2]1[C:11]2[C:6](=[CH:7][C:8]([CH3:12])=[CH:9][CH:10]=2)[N:5]=[C:4]([C:13]#[N:14])[CH:3]=1.C1C(=O)N([Br:22])C(=O)C1. (5) Given the product [ClH:35].[CH3:1][N:2]([CH3:34])[CH2:3][CH2:4][O:5][C:6]1[CH:11]=[CH:10][C:9]([NH:12][C:13]2[CH:21]=[CH:20][CH:19]=[C:18]3[C:14]=2[C:15](=[O:31])[N:16]([CH:23]2[CH2:28][CH2:27][C:26](=[O:29])[NH:25][C:24]2=[O:30])[C:17]3=[O:22])=[C:8]([O:32][CH3:33])[CH:7]=1, predict the reactants needed to synthesize it. The reactants are: [CH3:1][N:2]([CH3:34])[CH2:3][CH2:4][O:5][C:6]1[CH:11]=[CH:10][C:9]([NH:12][C:13]2[CH:21]=[CH:20][CH:19]=[C:18]3[C:14]=2[C:15](=[O:31])[N:16]([CH:23]2[CH2:28][CH2:27][C:26](=[O:29])[NH:25][C:24]2=[O:30])[C:17]3=[O:22])=[C:8]([O:32][CH3:33])[CH:7]=1.[ClH:35]. (6) Given the product [Cl:3][C:28]1[C:27]2[C:22](=[CH:23][CH:24]=[CH:25][CH:26]=2)[N:21]=[C:20]([C:15]2[C:14]([C:6]([C:7]3[CH:12]=[CH:11][CH:10]=[CH:9][CH:8]=3)=[O:13])=[CH:19][CH:18]=[CH:17][N:16]=2)[N:29]=1, predict the reactants needed to synthesize it. The reactants are: P(Cl)(Cl)([Cl:3])=O.[C:6]([C:14]1[C:15]([C:20]2[NH:29][C:28](=O)[C:27]3[C:22](=[CH:23][CH:24]=[CH:25][CH:26]=3)[N:21]=2)=[N:16][CH:17]=[CH:18][CH:19]=1)(=[O:13])[C:7]1[CH:12]=[CH:11][CH:10]=[CH:9][CH:8]=1.CN(C)C1C=CC=CC=1. (7) Given the product [CH3:19][N:3]1[C:2](=[O:1])[N:6]2[C:7]([C:15]([F:18])([F:16])[F:17])=[CH:8][CH:9]=[C:10]([C:11]([O:13][CH3:14])=[O:12])[C:5]2=[N:4]1, predict the reactants needed to synthesize it. The reactants are: [O:1]=[C:2]1[N:6]2[C:7]([C:15]([F:18])([F:17])[F:16])=[CH:8][CH:9]=[C:10]([C:11]([O:13][CH3:14])=[O:12])[C:5]2=[N:4][NH:3]1.[C:19](=O)([O-])[O-].[K+].[K+].C(#N)C.CI.